From a dataset of Forward reaction prediction with 1.9M reactions from USPTO patents (1976-2016). Predict the product of the given reaction. (1) Given the reactants [OH-].[Na+].[CH3:3][O:4][C:5]1[C:6]([C:30]2[CH:35]=[CH:34][CH:33]=[CH:32][CH:31]=2)=[CH:7][C:8]([NH:15][C:16]([C:18]2[CH:19]=[N:20][CH:21]=[C:22]([C:24]3[CH:29]=[CH:28][CH:27]=[CH:26][CH:25]=3)[CH:23]=2)=[O:17])=[C:9]([CH:14]=1)[C:10]([O:12]C)=[O:11].C(Cl)(Cl)Cl, predict the reaction product. The product is: [CH3:3][O:4][C:5]1[C:6]([C:30]2[CH:35]=[CH:34][CH:33]=[CH:32][CH:31]=2)=[CH:7][C:8]([NH:15][C:16]([C:18]2[CH:19]=[N:20][CH:21]=[C:22]([C:24]3[CH:29]=[CH:28][CH:27]=[CH:26][CH:25]=3)[CH:23]=2)=[O:17])=[C:9]([CH:14]=1)[C:10]([OH:12])=[O:11]. (2) The product is: [CH2:34]([C@@H:33]1[CH2:32][CH2:31][N:30]([C:41]([O:43][C:44]([CH3:47])([CH3:46])[CH3:45])=[O:42])[CH2:29][C@@H:28]1[NH:27][C:21]([C:14]1[C:15]([C:17]([F:20])([F:19])[F:18])=[CH:16][C:11]2[O:10][C:9]([CH3:25])([CH3:24])[C:8](=[O:26])[N:7]([CH2:6][CH2:5][CH2:4][CH2:3][O:2][CH3:1])[C:12]=2[CH:13]=1)=[O:22])[C:35]1[CH:36]=[CH:37][CH:38]=[CH:39][CH:40]=1. Given the reactants [CH3:1][O:2][CH2:3][CH2:4][CH2:5][CH2:6][N:7]1[C:12]2[CH:13]=[C:14]([C:21](O)=[O:22])[C:15]([C:17]([F:20])([F:19])[F:18])=[CH:16][C:11]=2[O:10][C:9]([CH3:25])([CH3:24])[C:8]1=[O:26].[NH2:27][C@@H:28]1[C@H:33]([CH2:34][C:35]2[CH:40]=[CH:39][CH:38]=[CH:37][CH:36]=2)[CH2:32][CH2:31][N:30]([C:41]([O:43][C:44]([CH3:47])([CH3:46])[CH3:45])=[O:42])[CH2:29]1, predict the reaction product.